This data is from Full USPTO retrosynthesis dataset with 1.9M reactions from patents (1976-2016). The task is: Predict the reactants needed to synthesize the given product. (1) Given the product [Br:1][C:2]1[CH:7]=[C:6]([CH3:8])[CH:5]=[C:4]([N+:9]([O-:11])=[O:10])[C:3]=1[O:12][CH3:13], predict the reactants needed to synthesize it. The reactants are: [Br:1][C:2]1[CH:7]=[C:6]([CH3:8])[CH:5]=[C:4]([N+:9]([O-:11])=[O:10])[C:3]=1[OH:12].[C:13](=O)([O-])[O-].[K+].[K+].IC. (2) Given the product [Cl:1][C:2]1[CH:3]=[CH:4][C:5]([C:8]([C:33]2[N:34]([CH3:38])[CH:35]=[N:36][CH:37]=2)([N:48]2[CH:52]=[N:51][CH:50]=[N:49]2)[C:9]2[CH:10]=[C:11]3[C:16](=[CH:17][CH:18]=2)[N:15]([CH3:19])[C:14](=[O:20])[CH:13]=[C:12]3[C:21]2[CH:26]=[CH:25][CH:24]=[C:23]([C:27]#[C:28][C:29]([CH3:31])([CH3:32])[CH3:30])[CH:22]=2)=[CH:6][CH:7]=1, predict the reactants needed to synthesize it. The reactants are: [Cl:1][C:2]1[CH:7]=[CH:6][C:5]([C:8](O)([C:33]2[N:34]([CH3:38])[CH:35]=[N:36][CH:37]=2)[C:9]2[CH:10]=[C:11]3[C:16](=[CH:17][CH:18]=2)[N:15]([CH3:19])[C:14](=[O:20])[CH:13]=[C:12]3[C:21]2[CH:26]=[CH:25][CH:24]=[C:23]([C:27]#[C:28][C:29]([CH3:32])([CH3:31])[CH3:30])[CH:22]=2)=[CH:4][CH:3]=1.N#N.C(=O)([O-])[O-].[K+].[K+].[NH:48]1[CH:52]=[N:51][CH:50]=[N:49]1. (3) Given the product [C:1]([O:5][C:6]([N:8]1[C@H:13]([CH3:14])[CH2:12][N:11]([C:15]([O:17][CH2:18][C:19]2[CH:24]=[CH:23][CH:22]=[CH:21][CH:20]=2)=[O:16])[C@@H:10]([CH2:25][O:26][CH3:27])[CH2:9]1)=[O:7])([CH3:4])([CH3:2])[CH3:3], predict the reactants needed to synthesize it. The reactants are: [C:1]([O:5][C:6]([N:8]1[C@H:13]([CH3:14])[CH2:12][N:11]([C:15]([O:17][CH2:18][C:19]2[CH:24]=[CH:23][CH:22]=[CH:21][CH:20]=2)=[O:16])[C@@H:10]([CH2:25][OH:26])[CH2:9]1)=[O:7])([CH3:4])([CH3:3])[CH3:2].[CH3:27]N(C)C1C2C(=CC=CC=2N(C)C)C=CC=1.C[O+](C)C.